From a dataset of Forward reaction prediction with 1.9M reactions from USPTO patents (1976-2016). Predict the product of the given reaction. (1) Given the reactants S([O-])([O-])(=O)=O.[NH4+:6].[NH4+:7].N.[NH4+].[OH-:10].O=[CH:12][C@@H:13]([C@H:15]([C@@H:17]([C@@H:19]([CH2:21][OH:22])O)O)O)O, predict the reaction product. The product is: [NH2:6][C@H:19]([C:21]([OH:22])=[O:10])[CH2:17][CH2:15][CH2:13][CH2:12][NH2:7]. (2) Given the reactants [CH3:1][S:2](Cl)(=[O:4])=[O:3].[OH:6][CH2:7][C@@H:8]1[CH2:12][C@@H:11]([O:13][CH3:14])[CH2:10][N:9]1[C:15]([O:17][CH2:18][C:19]1[CH:24]=[CH:23][CH:22]=[CH:21][CH:20]=1)=[O:16].C(N(CC)CC)C, predict the reaction product. The product is: [CH3:14][O:13][C@H:11]1[CH2:10][N:9]([C:15]([O:17][CH2:18][C:19]2[CH:20]=[CH:21][CH:22]=[CH:23][CH:24]=2)=[O:16])[C@H:8]([CH2:7][O:6][S:2]([CH3:1])(=[O:4])=[O:3])[CH2:12]1. (3) Given the reactants [CH3:1][C:2]1[CH:3]=[C:4]([CH:11]=[CH:12][CH:13]=1)[CH2:5][C@@H:6]([C:8]([OH:10])=[O:9])[NH2:7].[C:14]([O:18][C:19](O[C:19]([O:18][C:14]([CH3:17])([CH3:16])[CH3:15])=[O:20])=[O:20])([CH3:17])([CH3:16])[CH3:15], predict the reaction product. The product is: [CH3:1][C:2]1[CH:3]=[C:4]([CH:11]=[CH:12][CH:13]=1)[CH2:5][C@@H:6]([C:8]([OH:10])=[O:9])[NH:7][C:19]([O:18][C:14]([CH3:17])([CH3:16])[CH3:15])=[O:20]. (4) Given the reactants [F:1][C:2]1[CH:3]=[C:4]([CH:44]=[CH:45][CH:46]=1)[CH2:5][O:6][CH2:7][CH2:8][O:9][C:10]1[CH:15]=[CH:14][C:13]([CH:16]2[CH:21]([O:22][Si:23]([CH:30]([CH3:32])[CH3:31])([CH:27]([CH3:29])[CH3:28])[CH:24]([CH3:26])[CH3:25])[CH2:20][N:19]([C:33]([O:35][CH2:36][C:37]3[CH:42]=[CH:41][CH:40]=[CH:39][CH:38]=3)=[O:34])[CH2:18][CH:17]2[OH:43])=[CH:12][CH:11]=1.Cl[CH2:48][C:49]1[CH:50]=[CH:51][C:52]2[O:57][CH2:56][C:55](=[O:58])[N:54]([CH2:59][CH2:60][CH2:61][O:62][CH3:63])[C:53]=2[CH:64]=1, predict the reaction product. The product is: [F:1][C:2]1[CH:3]=[C:4]([CH:44]=[CH:45][CH:46]=1)[CH2:5][O:6][CH2:7][CH2:8][O:9][C:10]1[CH:11]=[CH:12][C:13]([CH:16]2[CH:21]([O:22][Si:23]([CH:24]([CH3:25])[CH3:26])([CH:27]([CH3:29])[CH3:28])[CH:30]([CH3:32])[CH3:31])[CH2:20][N:19]([C:33]([O:35][CH2:36][C:37]3[CH:42]=[CH:41][CH:40]=[CH:39][CH:38]=3)=[O:34])[CH2:18][CH:17]2[O:43][CH2:48][C:49]2[CH:50]=[CH:51][C:52]3[O:57][CH2:56][C:55](=[O:58])[N:54]([CH2:59][CH2:60][CH2:61][O:62][CH3:63])[C:53]=3[CH:64]=2)=[CH:14][CH:15]=1.